From a dataset of Reaction yield outcomes from USPTO patents with 853,638 reactions. Predict the reaction yield, written as a fraction of the theoretical maximum amount of product (1.0 means a 100% yield; for example, 0.34 means a 34% yield). (1) The reactants are [C:1]1([Mg]Br)[CH:6]=[CH:5][CH:4]=[CH:3][CH:2]=1.[CH2:9](OCC)[CH3:10]. No catalyst specified. The product is [CH2:9]=[CH:10][C:1]1[CH:6]=[CH:5][CH:4]=[CH:3][CH:2]=1.[CH2:1]=[CH2:2]. The yield is 0.903. (2) The reactants are [NH2:1][C:2]([CH3:11])([CH2:5][CH2:6][C:7]([F:10])([F:9])[F:8])[C:3]#[N:4].C(=O)([O-])[O-].[K+].[K+].Cl[C:19]([O:21][CH2:22][C:23]1[CH:28]=[CH:27][CH:26]=[CH:25][CH:24]=1)=[O:20]. The catalyst is O1CCCC1.O. The product is [C:3]([C:2]([NH:1][C:19](=[O:20])[O:21][CH2:22][C:23]1[CH:28]=[CH:27][CH:26]=[CH:25][CH:24]=1)([CH2:5][CH2:6][C:7]([F:8])([F:9])[F:10])[CH3:11])#[N:4]. The yield is 0.680. (3) The reactants are [Br:1][C:2]1[CH:3]=[C:4]([CH2:11][C:12]([O:14][CH3:15])=[O:13])[CH:5]=[CH:6][C:7]=1[N+:8]([O-])=O.C(O[Na])(C)=O.O.O.O.CC(O)=O. The catalyst is CO.O. The product is [NH2:8][C:7]1[CH:6]=[CH:5][C:4]([CH2:11][C:12]([O:14][CH3:15])=[O:13])=[CH:3][C:2]=1[Br:1]. The yield is 0.690. (4) The reactants are Br[C:2]1[CH:3]=[CH:4][C:5]([N+:12]([O-:14])=[O:13])=[C:6]([NH:8][C:9](=[O:11])[CH3:10])[CH:7]=1.[C:15]([N:23]1[CH2:28][CH2:27][NH:26][CH2:25][CH2:24]1)(=[O:22])[C:16]1[CH:21]=[CH:20][CH:19]=[CH:18][CH:17]=1. No catalyst specified. The product is [C:15]([N:23]1[CH2:28][CH2:27][N:26]([C:2]2[CH:3]=[CH:4][C:5]([N+:12]([O-:14])=[O:13])=[C:6]([NH:8][C:9](=[O:11])[CH3:10])[CH:7]=2)[CH2:25][CH2:24]1)(=[O:22])[C:16]1[CH:21]=[CH:20][CH:19]=[CH:18][CH:17]=1. The yield is 0.930. (5) The product is [Br:1][C:2]1[CH:7]=[C:6]([CH:5]=[CH:4][C:3]=1[O:10][C:11]1[CH:16]=[CH:15][C:14]([F:17])=[CH:13][C:12]=1[F:18])[CH2:8][S:20][CH3:19]. The yield is 1.00. The reactants are [Br:1][C:2]1[CH:7]=[C:6]([CH2:8]Br)[CH:5]=[CH:4][C:3]=1[O:10][C:11]1[CH:16]=[CH:15][C:14]([F:17])=[CH:13][C:12]=1[F:18].[CH3:19][S-:20].[Na+]. The catalyst is CN(C)C=O. (6) The reactants are [CH2:1]([OH:5])[CH2:2][CH2:3][CH3:4].[C:6]([O:10][CH3:11])(=[O:9])C=C.C1N2[CH2:18][CH2:19]N(CC2)C1. No catalyst specified. The product is [CH3:11][O:10][C:6](=[O:9])[C:18](=[CH2:19])[CH:1]([OH:5])[CH2:2][CH2:3][CH3:4]. The yield is 0.611. (7) The reactants are [C:1]12(C(O)=O)[CH2:6][CH:4]([CH2:5]1)[CH2:3][CH2:2]2.CC[N:12]([CH:16](C)C)C(C)C.C1(P(N=[N+]=[N-])(C2C=CC=CC=2)=[O:26])C=CC=CC=1.[C:36]1([CH2:42][OH:43])[CH:41]=[CH:40][CH:39]=[CH:38][CH:37]=1. The catalyst is O1CCOCC1. The product is [C:1]12([NH:12][C:16](=[O:26])[O:43][CH2:42][C:36]3[CH:41]=[CH:40][CH:39]=[CH:38][CH:37]=3)[CH2:5][CH:4]([CH2:6]1)[CH2:3][CH2:2]2. The yield is 0.650. (8) The reactants are [C:1]1([NH2:8])[C:2]([NH2:7])=[CH:3][CH:4]=[CH:5][CH:6]=1.C(N(CC)CC)C.[CH3:16][C:17]([O:20][C:21](O[C:21]([O:20][C:17]([CH3:19])([CH3:18])[CH3:16])=[O:22])=[O:22])([CH3:19])[CH3:18]. The catalyst is C(Cl)Cl. The product is [NH2:7][C:2]1[CH:3]=[CH:4][CH:5]=[CH:6][C:1]=1[NH:8][C:21](=[O:22])[O:20][C:17]([CH3:19])([CH3:18])[CH3:16]. The yield is 0.660. (9) The reactants are [NH:1]1[CH2:7][CH2:6][CH2:5][CH2:4][CH2:3][C:2]1=[O:8].Br[C:10]1[N:14]([CH3:15])[N:13]=[CH:12][C:11]=1[N+:16]([O-:18])=[O:17].CC1(C)C2C(=C(P(C3C=CC=CC=3)C3C=CC=CC=3)C=CC=2)OC2C(P(C3C=CC=CC=3)C3C=CC=CC=3)=CC=CC1=2.C(=O)([O-])[O-].[Cs+].[Cs+]. The catalyst is O1CCOCC1.C1C=CC(/C=C/C(/C=C/C2C=CC=CC=2)=O)=CC=1.C1C=CC(/C=C/C(/C=C/C2C=CC=CC=2)=O)=CC=1.C1C=CC(/C=C/C(/C=C/C2C=CC=CC=2)=O)=CC=1.[Pd].[Pd]. The product is [CH3:15][N:14]1[C:10]([N:1]2[CH2:7][CH2:6][CH2:5][CH2:4][CH2:3][C:2]2=[O:8])=[C:11]([N+:16]([O-:18])=[O:17])[CH:12]=[N:13]1. The yield is 0.440.